Dataset: Forward reaction prediction with 1.9M reactions from USPTO patents (1976-2016). Task: Predict the product of the given reaction. (1) Given the reactants C1N=CN([C:6](N2C=NC=C2)=[O:7])C=1.[CH:13]1([C@H:17]([NH:19][C:20]2[N:28]=[C:27]([C:29](=[NH:32])[NH:30][OH:31])[N:26]=[C:25]3[C:21]=2[N:22]([CH2:33][C@H:34]2[CH2:39][CH2:38][C@H:37]([CH3:40])[CH2:36][CH2:35]2)[CH:23]=[N:24]3)[CH3:18])[CH2:16][CH2:15][CH2:14]1, predict the reaction product. The product is: [CH:13]1([C@H:17]([NH:19][C:20]2[N:28]=[C:27]([C:29]3[NH:32][C:6](=[O:7])[O:31][N:30]=3)[N:26]=[C:25]3[C:21]=2[N:22]([CH2:33][C@H:34]2[CH2:39][CH2:38][C@H:37]([CH3:40])[CH2:36][CH2:35]2)[CH:23]=[N:24]3)[CH3:18])[CH2:16][CH2:15][CH2:14]1. (2) Given the reactants S(Cl)(Cl)=O.[CH:5]1([C:14]([OH:16])=[O:15])[C:13]2[C:8](=[CH:9][CH:10]=[CH:11][CH:12]=2)[CH2:7][CH2:6]1.[CH3:17]O, predict the reaction product. The product is: [CH:5]1([C:14]([O:16][CH3:17])=[O:15])[C:13]2[C:8](=[CH:9][CH:10]=[CH:11][CH:12]=2)[CH2:7][CH2:6]1. (3) Given the reactants [C:1]([O:5][C:6]([N:8]1[CH2:13][CH2:12][N:11]([CH2:14][C:15]2[CH:20]=[CH:19][CH:18]=[CH:17][CH:16]=2)[CH:10]([CH2:21]OS(C)(=O)=O)[CH2:9]1)=[O:7])([CH3:4])([CH3:3])[CH3:2].C(=O)([O-])[O-].[K+].[K+].[NH2:33][CH2:34][C:35]([CH3:40])([CH3:39])[C:36]([NH2:38])=[O:37], predict the reaction product. The product is: [C:1]([O:5][C:6]([N:8]1[CH2:13][CH2:12][N:11]([CH2:14][C:15]2[CH:20]=[CH:19][CH:18]=[CH:17][CH:16]=2)[CH:10]([CH2:21][NH:33][CH2:34][C:35]([CH3:40])([CH3:39])[C:36]([NH2:38])=[O:37])[CH2:9]1)=[O:7])([CH3:4])([CH3:2])[CH3:3].